From a dataset of Reaction yield outcomes from USPTO patents with 853,638 reactions. Predict the reaction yield, written as a fraction of the theoretical maximum amount of product (1.0 means a 100% yield; for example, 0.34 means a 34% yield). (1) The reactants are Br[C:2]1[CH:3]=[C:4]([C:8]2[N:9]([C:13]3[N:22]=[CH:21][C:20]4[N:19]([CH3:23])[C:18](=[O:24])[C@:17]5([CH2:28][CH3:29])[CH2:25][CH2:26][CH2:27][N:16]5[C:15]=4[N:14]=3)[CH:10]=[CH:11][N:12]=2)[CH:5]=[CH:6][CH:7]=1.[N:30]1[CH:35]=[CH:34][CH:33]=[C:32](B(O)O)[CH:31]=1.C([O-])([O-])=O.[Na+].[Na+]. The catalyst is COCCOC.O.C(Cl)Cl.C1C=CC([P]([Pd]([P](C2C=CC=CC=2)(C2C=CC=CC=2)C2C=CC=CC=2)([P](C2C=CC=CC=2)(C2C=CC=CC=2)C2C=CC=CC=2)[P](C2C=CC=CC=2)(C2C=CC=CC=2)C2C=CC=CC=2)(C2C=CC=CC=2)C2C=CC=CC=2)=CC=1. The product is [CH2:28]([C@@:17]12[CH2:25][CH2:26][CH2:27][N:16]1[C:15]1[N:14]=[C:13]([N:9]3[CH:10]=[CH:11][N:12]=[C:8]3[C:4]3[CH:5]=[CH:6][CH:7]=[C:2]([C:32]4[CH:31]=[N:30][CH:35]=[CH:34][CH:33]=4)[CH:3]=3)[N:22]=[CH:21][C:20]=1[N:19]([CH3:23])[C:18]2=[O:24])[CH3:29]. The yield is 0.380. (2) The reactants are CS(O[CH2:6][CH2:7][C:8]1[CH:9]=[CH:10][CH:11]=[C:12]2[C:16]=1[NH:15][CH:14]=[CH:13]2)(=O)=O.[CH2:17]([CH2:19][NH2:20])[OH:18]. The catalyst is C(O)C.C(OCC)(=O)C. The product is [OH:18][CH2:17][CH2:19][NH:20][CH2:6][CH2:7][C:8]1[CH:9]=[CH:10][CH:11]=[C:12]2[C:16]=1[NH:15][CH:14]=[CH:13]2. The yield is 0.850.